Dataset: CYP3A4 inhibition data for predicting drug metabolism from PubChem BioAssay. Task: Regression/Classification. Given a drug SMILES string, predict its absorption, distribution, metabolism, or excretion properties. Task type varies by dataset: regression for continuous measurements (e.g., permeability, clearance, half-life) or binary classification for categorical outcomes (e.g., BBB penetration, CYP inhibition). Dataset: cyp3a4_veith. (1) The compound is COc1ccc(C2C(=O)c3ccccc3C2=Nc2ccc(Br)cc2)cc1. The result is 0 (non-inhibitor). (2) The drug is CN(C)c1ncc2nc(-c3cccs3)c(=O)n(CCC#N)c2n1. The result is 0 (non-inhibitor). (3) The molecule is CC(NC(=O)Cn1cnc([N+](=O)[O-])n1)c1ccccc1. The result is 0 (non-inhibitor). (4) The compound is COc1ccc(-c2nc3cnc(OC)nc3n(Cc3cccc(OC)c3)c2=O)cc1. The result is 1 (inhibitor).